Dataset: Peptide-MHC class I binding affinity with 185,985 pairs from IEDB/IMGT. Task: Regression. Given a peptide amino acid sequence and an MHC pseudo amino acid sequence, predict their binding affinity value. This is MHC class I binding data. (1) The peptide sequence is MELSLRAIQ. The MHC is HLA-A25:01 with pseudo-sequence HLA-A25:01. The binding affinity (normalized) is 0.0847. (2) The peptide sequence is IRLLTWLF. The binding affinity (normalized) is 0.220. The MHC is Mamu-B3901 with pseudo-sequence Mamu-B3901.